From a dataset of Forward reaction prediction with 1.9M reactions from USPTO patents (1976-2016). Predict the product of the given reaction. (1) Given the reactants [H-].[Na+].[CH3:3][C:4](=[N:6][OH:7])[CH3:5].Br[C:9]1[CH:10]=[C:11](F)[C:12]([C:15]#[N:16])=[N:13][CH:14]=1, predict the reaction product. The product is: [C:4](=[N:6][O:7][C:11]1[C:12]([C:15]#[N:16])=[N:13][CH:14]=[C:9]([O:7][N:6]=[C:4]([CH3:5])[CH3:3])[CH:10]=1)([CH3:5])[CH3:3]. (2) Given the reactants CO[C:3](=[O:8])[CH2:4][C:5](=O)[CH3:6].Br[CH2:10][C:11]([C:13]1[CH:18]=[C:17]([C:19]([F:22])([F:21])[F:20])[CH:16]=[CH:15][C:14]=1[F:23])=O.[CH3:24][C:25]1([CH3:32])[O:29][CH:28]([CH2:30][NH2:31])[CH2:27][O:26]1.[NH2:33][C@@H:34]1[CH2:39][CH2:38][CH2:37][CH2:36][C@H:35]1[OH:40], predict the reaction product. The product is: [OH:40][C@@H:35]1[CH2:36][CH2:37][CH2:38][CH2:39][C@H:34]1[NH:33][C:3]([C:4]1[CH:10]=[C:11]([C:13]2[CH:18]=[C:17]([C:19]([F:22])([F:21])[F:20])[CH:16]=[CH:15][C:14]=2[F:23])[N:31]([CH2:30][CH:28]2[CH2:27][O:26][C:25]([CH3:32])([CH3:24])[O:29]2)[C:5]=1[CH3:6])=[O:8]. (3) The product is: [Br:13][C:14]1[CH:15]=[CH:16][C:17]2[N:18]([CH:20]=[C:21]([C:23]([NH:7][C:6]3[CH:8]=[CH:9][CH:10]=[C:4]([O:3][C:2]([F:11])([F:12])[F:1])[CH:5]=3)=[O:24])[N:22]=2)[CH:19]=1. Given the reactants [F:1][C:2]([F:12])([F:11])[O:3][C:4]1[CH:5]=[C:6]([CH:8]=[CH:9][CH:10]=1)[NH2:7].[Br:13][C:14]1[CH:15]=[CH:16][C:17]2[N:18]([CH:20]=[C:21]([C:23](OCC)=[O:24])[N:22]=2)[CH:19]=1, predict the reaction product. (4) Given the reactants [Si:1]([O:8][CH2:9][CH2:10][O:11][C:12]1[CH:13]=CC(C=O)=N[C:17]=1[C:18]1[CH:23]=[CH:22][C:21]([S:24]([CH3:27])(=[O:26])=[O:25])=[CH:20][CH:19]=1)([C:4]([CH3:7])([CH3:6])[CH3:5])([CH3:3])[CH3:2].[NH2:30][C:31]1[CH:39]=[C:38]([O:40][CH3:41])[CH:37]=[C:36]([O:42][CH3:43])[C:32]=1[C:33]([NH2:35])=[O:34].OS([O-])=O.[Na+].O.[C:50]1([CH3:60])[CH:55]=CC(S(O)(=O)=O)=C[CH:51]=1, predict the reaction product. The product is: [Si:1]([O:8][CH2:9][CH2:10][O:11][C:12]1[C:17]([C:18]2[CH:23]=[CH:22][C:21]([S:24]([CH3:27])(=[O:25])=[O:26])=[CH:20][CH:19]=2)=[CH:55][C:50]([C:60]2[NH:35][C:33](=[O:34])[C:32]3[C:31](=[CH:39][C:38]([O:40][CH3:41])=[CH:37][C:36]=3[O:42][CH3:43])[N:30]=2)=[CH:51][CH:13]=1)([C:4]([CH3:7])([CH3:5])[CH3:6])([CH3:2])[CH3:3]. (5) The product is: [C:40]([CH2:39][N:4]1[C:5]2[CH:10]=[C:9]([N:11]3[CH:16]=[C:15]([C:17]([O:19][CH2:20][CH3:21])=[O:18])[C:14](=[O:22])[N:13]([C@H:23]4[C:31]5[C:26](=[C:27]([C:32]([F:34])([F:35])[F:33])[CH:28]=[CH:29][CH:30]=5)[CH2:25][CH2:24]4)[C:12]3=[O:36])[CH:8]=[CH:7][C:6]=2[N:2]([CH3:1])[C:3]1=[O:37])#[N:41]. Given the reactants [CH3:1][N:2]1[C:6]2[CH:7]=[CH:8][C:9]([N:11]3[CH:16]=[C:15]([C:17]([O:19][CH2:20][CH3:21])=[O:18])[C:14](=[O:22])[N:13]([CH:23]4[C:31]5[C:26](=[C:27]([C:32]([F:35])([F:34])[F:33])[CH:28]=[CH:29][CH:30]=5)[CH2:25][CH2:24]4)[C:12]3=[O:36])=[CH:10][C:5]=2[NH:4][C:3]1=[O:37].Br[CH2:39][C:40]#[N:41].C(=O)([O-])[O-].[K+].[K+].Cl, predict the reaction product. (6) Given the reactants [Cl:1][C:2]1[CH:3]=[CH:4][C:5]2[S:9][C:8]([S:10]([NH:13][C:14]3[CH:15]=[C:16]([CH:20]=[CH:21][CH:22]=3)[C:17]([OH:19])=[O:18])(=[O:12])=[O:11])=[C:7]([CH3:23])[C:6]=2[CH:24]=1.O[CH2:26][CH:27]1[CH2:31][CH2:30][O:29][CH2:28]1, predict the reaction product. The product is: [Cl:1][C:2]1[CH:3]=[CH:4][C:5]2[S:9][C:8]([S:10]([NH:13][C:14]3[CH:15]=[C:16]([CH:20]=[CH:21][CH:22]=3)[C:17]([O:19][CH2:26][CH:27]3[CH2:31][CH2:30][O:29][CH2:28]3)=[O:18])(=[O:12])=[O:11])=[C:7]([CH3:23])[C:6]=2[CH:24]=1. (7) Given the reactants [O:1]1[CH:5]=[CH:4][N:3]=[C:2]1[CH2:6][C:7]1[CH:12]=[C:11]([NH:13]C(=O)C(F)(F)F)[CH:10]=[CH:9][C:8]=1[S:20](Cl)(=[O:22])=[O:21].[NH2:24][C:25]1[CH:26]=[CH:27][C:28]2[CH2:32][O:31][B:30]([OH:33])[C:29]=2[CH:34]=1.N1C=CC=CC=1, predict the reaction product. The product is: [NH2:13][C:11]1[CH:10]=[CH:9][C:8]([S:20]([NH:24][C:25]2[CH:26]=[CH:27][C:28]3[CH2:32][O:31][B:30]([OH:33])[C:29]=3[CH:34]=2)(=[O:21])=[O:22])=[C:7]([CH2:6][C:2]2[O:1][CH:5]=[CH:4][N:3]=2)[CH:12]=1. (8) The product is: [Cl:1][C:2]1[N:3]=[C:4]([O:20][CH:21]2[CH2:24][CH2:23][CH2:22]2)[C:5]2[C:10]([C:31]3[CH:32]=[CH:33][C:28]([C:27]([NH:26][CH3:25])=[O:43])=[CH:29][CH:30]=3)=[CH:9][N:8]([CH2:12][O:13][CH2:14][CH2:15][Si:16]([CH3:19])([CH3:18])[CH3:17])[C:6]=2[N:7]=1. Given the reactants [Cl:1][C:2]1[N:3]=[C:4]([O:20][CH:21]2[CH2:24][CH2:23][CH2:22]2)[C:5]2[C:10](I)=[CH:9][N:8]([CH2:12][O:13][CH2:14][CH2:15][Si:16]([CH3:19])([CH3:18])[CH3:17])[C:6]=2[N:7]=1.[CH3:25][NH:26][C:27](=[O:43])[C:28]1[CH:33]=[CH:32][C:31](B2OC(C)(C)C(C)(C)O2)=[CH:30][CH:29]=1.P([O-])([O-])([O-])=O.[K+].[K+].[K+].O1CCOCC1, predict the reaction product.